This data is from Peptide-MHC class I binding affinity with 185,985 pairs from IEDB/IMGT. The task is: Regression. Given a peptide amino acid sequence and an MHC pseudo amino acid sequence, predict their binding affinity value. This is MHC class I binding data. (1) The peptide sequence is ALKGMPIRY. The MHC is HLA-A30:02 with pseudo-sequence HLA-A30:02. The binding affinity (normalized) is 0.413. (2) The peptide sequence is AFPTSCHM. The MHC is HLA-A01:01 with pseudo-sequence HLA-A01:01. The binding affinity (normalized) is 0. (3) The peptide sequence is SLTECPTFL. The MHC is HLA-A02:11 with pseudo-sequence HLA-A02:11. The binding affinity (normalized) is 1.00. (4) The peptide sequence is LTQAAGQAF. The MHC is HLA-B18:01 with pseudo-sequence HLA-B18:01. The binding affinity (normalized) is 0.213. (5) The peptide sequence is SHGIDVTDL. The MHC is HLA-A01:01 with pseudo-sequence HLA-A01:01. The binding affinity (normalized) is 0.0847. (6) The peptide sequence is RTLNAWVKLIE. The MHC is Mamu-A01 with pseudo-sequence Mamu-A01. The binding affinity (normalized) is 0.181. (7) The peptide sequence is WLLWPVTLA. The MHC is HLA-A02:01 with pseudo-sequence HLA-A02:01. The binding affinity (normalized) is 0.822. (8) The MHC is HLA-A02:19 with pseudo-sequence HLA-A02:19. The binding affinity (normalized) is 0.0847. The peptide sequence is HPTSRRELL. (9) The peptide sequence is LVVDFSQFSR. The MHC is Patr-A0301 with pseudo-sequence Patr-A0301. The binding affinity (normalized) is 0.770. (10) The peptide sequence is AVDLSHFLR. The MHC is HLA-B44:02 with pseudo-sequence HLA-B44:02. The binding affinity (normalized) is 0.